The task is: Predict which catalyst facilitates the given reaction.. This data is from Catalyst prediction with 721,799 reactions and 888 catalyst types from USPTO. (1) Reactant: [NH2:1][C:2]1[CH:3]=[N:4][N:5]([CH2:22][CH:23]([F:25])[F:24])[C:6]=1[N:7]1[CH2:13][CH2:12][CH2:11][C@@H:10]([N:14]([CH3:21])[C:15](=[O:20])[C:16]([F:19])([F:18])[F:17])[CH2:9][CH2:8]1.CCN(C(C)C)C(C)C.C1CN([P+](ON2N=NC3C=CC=CC2=3)(N2CCCC2)N2CCCC2)CC1.F[P-](F)(F)(F)(F)F.[Br:68][C:69]1[S:70][C:71]([NH:77][C:78]([O:80][C:81]([CH3:84])([CH3:83])[CH3:82])=[O:79])=[C:72]([C:74](O)=[O:75])[N:73]=1. Product: [Br:68][C:69]1[S:70][C:71]([NH:77][C:78](=[O:79])[O:80][C:81]([CH3:83])([CH3:82])[CH3:84])=[C:72]([C:74](=[O:75])[NH:1][C:2]2[CH:3]=[N:4][N:5]([CH2:22][CH:23]([F:25])[F:24])[C:6]=2[N:7]2[CH2:13][CH2:12][CH2:11][C@@H:10]([N:14]([CH3:21])[C:15](=[O:20])[C:16]([F:18])([F:17])[F:19])[CH2:9][CH2:8]2)[N:73]=1. The catalyst class is: 34. (2) Reactant: [NH2:1][CH:2]([CH3:5])[CH2:3][OH:4].[CH2:6]=[C:7]1[O:11][C:9](=[O:10])[CH2:8]1. Product: [OH:4][CH2:3][CH:2]([NH:1][C:9](=[O:10])[CH2:8][C:7](=[O:11])[CH3:6])[CH3:5]. The catalyst class is: 7. (3) Reactant: [OH:1][CH2:2][CH:3]=[C:4]([CH2:6][CH2:7][CH:8]=[C:9]([CH2:11][CH2:12][CH:13]=[C:14]([CH3:16])[CH3:15])[CH3:10])[CH3:5].C(N(CC)CC)C.[C:24](Cl)(=[O:27])[CH:25]=[CH2:26]. Product: [C:24]([O:1][CH2:2][CH:3]=[C:4]([CH2:6][CH2:7][CH:8]=[C:9]([CH2:11][CH2:12][CH:13]=[C:14]([CH3:16])[CH3:15])[CH3:10])[CH3:5])(=[O:27])[CH:25]=[CH2:26]. The catalyst class is: 2. (4) Reactant: C(OC([N:8]1[CH2:13][CH2:12][C:11]([CH2:19][S:20][C:21]2[CH:30]=[C:29]3[C:24]([CH2:25][CH2:26][N:27]([C:31](=[O:33])[CH3:32])[CH2:28]3)=[CH:23][CH:22]=2)([C:14]([O:16][CH2:17][CH3:18])=[O:15])[CH2:10][CH2:9]1)=O)(C)(C)C.F[C:35](F)(F)[C:36](O)=O. Product: [CH2:17]([O:16][C:14]([C:11]1([CH2:19][S:20][C:21]2[CH:30]=[C:29]3[C:24]([CH2:25][CH2:26][N:27]([C:31](=[O:33])[CH3:32])[CH2:28]3)=[CH:23][CH:22]=2)[CH2:10][CH2:9][N:8]([C:36]2[CH:35]=[CH:13][N:8]=[CH:9][CH:10]=2)[CH2:13][CH2:12]1)=[O:15])[CH3:18]. The catalyst class is: 22. (5) Reactant: [C:1]1([C:7]2[C:11](/[CH:12]=[CH:13]/[C@@H:14]([OH:24])[CH2:15][C@@H:16]([OH:23])[CH2:17][C:18]([O:20][CH2:21][CH3:22])=[O:19])=[C:10]([C:25]3[CH:30]=[CH:29][CH:28]=[CH:27][CH:26]=3)[N:9]([C:31]3[CH:36]=[CH:35][N:34]=[C:33]([NH:37][C:38]4[CH:43]=[CH:42][CH:41]=[CH:40][CH:39]=4)[N:32]=3)[N:8]=2)[CH:6]=[CH:5][CH:4]=[CH:3][CH:2]=1.C([O-])=O.[NH4+]. Product: [C:1]1([C:7]2[C:11]([CH2:12][CH2:13][C@@H:14]([OH:24])[CH2:15][C@@H:16]([OH:23])[CH2:17][C:18]([O:20][CH2:21][CH3:22])=[O:19])=[C:10]([C:25]3[CH:26]=[CH:27][CH:28]=[CH:29][CH:30]=3)[N:9]([C:31]3[CH:36]=[CH:35][N:34]=[C:33]([NH:37][C:38]4[CH:39]=[CH:40][CH:41]=[CH:42][CH:43]=4)[N:32]=3)[N:8]=2)[CH:2]=[CH:3][CH:4]=[CH:5][CH:6]=1. The catalyst class is: 63. (6) Reactant: [C@@H:1]1([NH:10][C:11]2[C:12]3[CH:19]=[CH:18][N:17]([C@H:20]4[CH2:36][C@@H:23]5[O:24]C(C6C=CC(OC)=CC=6)[O:26][CH2:27][C@@H:22]5[CH2:21]4)[C:13]=3[N:14]=[CH:15][N:16]=2)[C:9]2[C:4](=[CH:5][CH:6]=[CH:7][CH:8]=2)[CH2:3][CH2:2]1.CC(O)=O. Product: [C@@H:1]1([NH:10][C:11]2[C:12]3[CH:19]=[CH:18][N:17]([C@H:20]4[CH2:36][C@H:23]([OH:24])[C@H:22]([CH2:27][OH:26])[CH2:21]4)[C:13]=3[N:14]=[CH:15][N:16]=2)[C:9]2[C:4](=[CH:5][CH:6]=[CH:7][CH:8]=2)[CH2:3][CH2:2]1. The catalyst class is: 20. (7) The catalyst class is: 27. Product: [CH2:13]([O:12][C:10]([CH:7]1[CH2:8][CH2:9][C:4](=[O:3])[CH:5]([Br:1])[CH2:6]1)=[O:11])[CH3:14]. Reactant: [Br:1]Br.[O:3]=[C:4]1[CH2:9][CH2:8][CH:7]([C:10]([O:12][CH2:13][CH3:14])=[O:11])[CH2:6][CH2:5]1.OS([O-])=O.[Na+]. (8) Reactant: [CH:1]1([C:4]2[N:9]=[C:8](O)[CH:7]=[C:6]([C:11]([F:14])([F:13])[F:12])[N:5]=2)[CH2:3][CH2:2]1.O=P(Cl)(Cl)[Cl:17]. Product: [Cl:17][C:8]1[CH:7]=[C:6]([C:11]([F:14])([F:13])[F:12])[N:5]=[C:4]([CH:1]2[CH2:3][CH2:2]2)[N:9]=1. The catalyst class is: 144. (9) Reactant: C[O:2][C:3](=[O:46])[C:4]1[CH:9]=[CH:8][C:7]([NH:10][C:11]([C:13]2[N:14]([CH:43]([CH3:45])[CH3:44])[C:15]([CH2:31][CH2:32][CH:33]([OH:42])[CH2:34][CH:35]([OH:41])[CH2:36][C:37]([O:39]C)=[O:38])=[C:16]([C:24]3[CH:29]=[CH:28][C:27]([F:30])=[CH:26][CH:25]=3)[C:17]=2[C:18]2[CH:23]=[CH:22][CH:21]=[CH:20][CH:19]=2)=[O:12])=[N:6][CH:5]=1.[OH-].[Na+].Cl.CCO. Product: [C:37]([CH2:36][CH:35]([OH:41])[CH2:34][CH:33]([OH:42])[CH2:32][CH2:31][C:15]1[N:14]([CH:43]([CH3:45])[CH3:44])[C:13]([C:11]([NH:10][C:7]2[CH:8]=[CH:9][C:4]([C:3]([OH:46])=[O:2])=[CH:5][N:6]=2)=[O:12])=[C:17]([C:18]2[CH:23]=[CH:22][CH:21]=[CH:20][CH:19]=2)[C:16]=1[C:24]1[CH:25]=[CH:26][C:27]([F:30])=[CH:28][CH:29]=1)([OH:39])=[O:38]. The catalyst class is: 5. (10) Reactant: C(OC([N:8]1[CH2:13][CH2:12][N:11]([C:14](=[O:50])[C:15]2[CH:20]=[CH:19][C:18]([C:21]3[CH:26]=[CH:25][N:24]4[C:27]([C:30]5[CH:35]=[CH:34][C:33]([NH:36][C:37]([NH:39][C:40]6[CH:44]=[C:43]([C:45]([CH3:48])([CH3:47])[CH3:46])[O:42][N:41]=6)=[O:38])=[C:32]([F:49])[CH:31]=5)=[CH:28][N:29]=[C:23]4[CH:22]=3)=[CH:17][CH:16]=2)[CH2:10][CH2:9]1)=O)(C)(C)C.[ClH:51]. Product: [ClH:51].[C:45]([C:43]1[O:42][N:41]=[C:40]([NH:39][C:37]([NH:36][C:33]2[CH:34]=[CH:35][C:30]([C:27]3[N:24]4[CH:25]=[CH:26][C:21]([C:18]5[CH:19]=[CH:20][C:15]([C:14]([N:11]6[CH2:10][CH2:9][NH:8][CH2:13][CH2:12]6)=[O:50])=[CH:16][CH:17]=5)=[CH:22][C:23]4=[N:29][CH:28]=3)=[CH:31][C:32]=2[F:49])=[O:38])[CH:44]=1)([CH3:48])([CH3:46])[CH3:47]. The catalyst class is: 2.